This data is from Peptide-MHC class I binding affinity with 185,985 pairs from IEDB/IMGT. The task is: Regression. Given a peptide amino acid sequence and an MHC pseudo amino acid sequence, predict their binding affinity value. This is MHC class I binding data. The peptide sequence is TVENNIDFLK. The MHC is HLA-A31:01 with pseudo-sequence HLA-A31:01. The binding affinity (normalized) is 0.162.